This data is from Reaction yield outcomes from USPTO patents with 853,638 reactions. The task is: Predict the reaction yield, written as a fraction of the theoretical maximum amount of product (1.0 means a 100% yield; for example, 0.34 means a 34% yield). (1) The reactants are [H-].[Na+].[OH:3][CH2:4][CH2:5][CH2:6][CH2:7][C:8]([N:10]([O:12][CH3:13])[CH3:11])=[O:9].[CH3:14]I. The catalyst is CN(C=O)C. The product is [CH3:13][O:12][N:10]([CH3:11])[C:8](=[O:9])[CH2:7][CH2:6][CH2:5][CH2:4][O:3][CH3:14]. The yield is 0.550. (2) The reactants are Br[C:2]1[CH:10]=[C:9]2[C:5]([CH:6]=[N:7][NH:8]2)=[CH:4][C:3]=1[O:11][CH3:12].C([O-])(=O)C.[K+].[B:18]1([B:18]2[O:22][C:21]([CH3:24])([CH3:23])[C:20]([CH3:26])([CH3:25])[O:19]2)[O:22][C:21]([CH3:24])([CH3:23])[C:20]([CH3:26])([CH3:25])[O:19]1. The product is [CH3:12][O:11][C:3]1[CH:4]=[C:5]2[C:9](=[CH:10][C:2]=1[B:18]1[O:22][C:21]([CH3:24])([CH3:23])[C:20]([CH3:26])([CH3:25])[O:19]1)[NH:8][N:7]=[CH:6]2. The yield is 0.708. The catalyst is C1C=CC(P(C2C=CC=CC=2)[C-]2C=CC=C2)=CC=1.C1C=CC(P(C2C=CC=CC=2)[C-]2C=CC=C2)=CC=1.Cl[Pd]Cl.[Fe+2].CN(C=O)C. (3) The reactants are [Br:1][C:2]1[S:3][C:4]([NH:10][C:11]([O:13][CH:14]([CH3:16])[CH3:15])=[O:12])=[C:5]([C:7]([OH:9])=O)[N:6]=1.[CH2:17]([O:24][C:25](=[O:41])[NH:26][C@@H:27]1[CH2:33][CH2:32][CH2:31][N:30]([C:34]2[N:35]([CH3:40])[N:36]=[CH:37][C:38]=2[NH2:39])[CH2:29][CH2:28]1)[C:18]1[CH:23]=[CH:22][CH:21]=[CH:20][CH:19]=1.[CH3:42]N(C(ON1N=NC2C=CC=NC1=2)=[N+](C)C)C.F[P-](F)(F)(F)(F)F.C(N(CC)C(C)C)(C)C. The catalyst is CN(C)C=O.C(OCC)(=O)C. The product is [CH2:17]([O:24][C:25](=[O:41])[NH:26][C@@H:27]1[CH2:33][CH2:32][CH2:31][N:30]([C:34]2[N:35]([CH3:40])[N:36]=[CH:37][C:38]=2[NH:39][C:7]([C:5]2[N:6]=[C:2]([Br:1])[S:3][C:4]=2[NH:10][C:11]([O:13][C:14]([CH3:16])([CH3:42])[CH3:15])=[O:12])=[O:9])[CH2:29][CH2:28]1)[C:18]1[CH:19]=[CH:20][CH:21]=[CH:22][CH:23]=1. The yield is 0.797. (4) The reactants are C([O:8][C:9]1[CH:10]=[C:11]2[C:16](=[CH:17][C:18]=1[O:19][CH3:20])[N:15]=[CH:14][N:13]=[C:12]2[O:21][C:22]1[CH:23]=[C:24]([CH:26]=[CH:27][CH:28]=1)[NH2:25])C1C=CC=CC=1. The catalyst is C(O)C.C1COCC1.[Pd]. The yield is 0.743. The product is [NH2:25][C:24]1[CH:23]=[C:22]([CH:28]=[CH:27][CH:26]=1)[O:21][C:12]1[C:11]2[C:16](=[CH:17][C:18]([O:19][CH3:20])=[C:9]([OH:8])[CH:10]=2)[N:15]=[CH:14][N:13]=1. (5) The reactants are Cl[CH2:2][C:3]1[CH:7]=[C:6]([CH3:8])[O:5][N:4]=1.[N-:9]=[N+:10]=[N-:11].[Na+]. The catalyst is CN(C=O)C.O. The product is [N:9]([CH2:2][C:3]1[CH:7]=[C:6]([CH3:8])[O:5][N:4]=1)=[N+:10]=[N-:11]. The yield is 0.730.